From a dataset of Forward reaction prediction with 1.9M reactions from USPTO patents (1976-2016). Predict the product of the given reaction. (1) Given the reactants [CH3:1][N:2]1[CH2:7][CH:6]([OH:8])[C:5]2[CH:9]=[CH:10][O:11][C:4]=2[CH2:3]1.[Cl:12][C:13]1[C:18]([CH3:19])=[CH:17][C:16](F)=[CH:15][C:14]=1[CH3:21], predict the reaction product. The product is: [ClH:12].[Cl:12][C:13]1[C:18]([CH3:19])=[CH:17][C:16]([O:8][CH:6]2[CH2:7][N:2]([CH3:1])[CH2:3][C:4]3[O:11][CH:10]=[CH:9][C:5]2=3)=[CH:15][C:14]=1[CH3:21]. (2) Given the reactants [C:1]([C:9]1[CH:10]=[C:11]([CH:15]=[CH:16][CH:17]=1)[C:12]([OH:14])=[O:13])(=[O:8])[C:2]1[CH:7]=[CH:6][CH:5]=[CH:4][CH:3]=1.OS(O)(=O)=O.[CH3:23]O, predict the reaction product. The product is: [CH3:23][O:13][C:12](=[O:14])[C:11]1[CH:15]=[CH:16][CH:17]=[C:9]([C:1](=[O:8])[C:2]2[CH:3]=[CH:4][CH:5]=[CH:6][CH:7]=2)[CH:10]=1. (3) Given the reactants [Cl:1][C:2]1[CH:7]=[CH:6][C:5]([C:8]2[N:12]=[C:11]([CH2:13][C:14](O)=[O:15])[N:10]([CH2:17][CH3:18])[N:9]=2)=[CH:4][CH:3]=1.CN(C=O)C.C(Cl)(=O)C([Cl:27])=O, predict the reaction product. The product is: [Cl:1][C:2]1[CH:7]=[CH:6][C:5]([C:8]2[N:12]=[C:11]([CH2:13][C:14]([Cl:27])=[O:15])[N:10]([CH2:17][CH3:18])[N:9]=2)=[CH:4][CH:3]=1. (4) Given the reactants [P:1]([Cl:12])(Cl)([O:3][C:4]1[CH:9]=[CH:8][C:7]([Cl:10])=[CH:6][CH:5]=1)=[O:2].Cl.[CH2:14]([O:16][C:17](=[O:21])[C@H:18]([CH3:20])[NH2:19])[CH3:15].CCN(CC)CC, predict the reaction product. The product is: [Cl:12][P:1]([NH:19][C@H:18]([C:17]([O:16][CH2:14][CH3:15])=[O:21])[CH3:20])([O:3][C:4]1[CH:5]=[CH:6][C:7]([Cl:10])=[CH:8][CH:9]=1)=[O:2]. (5) Given the reactants [Cl:1][C:2]1[C:3]([C:26]([N:28]2[CH2:32][CH2:31][C:30]([F:34])([F:33])[CH2:29]2)=[O:27])=[CH:4][C:5]([O:18][CH2:19][C:20]2[CH:25]=[CH:24][CH:23]=[CH:22][CH:21]=2)=[C:6]([CH:17]=1)[C:7]([O:9]CC1C=CC=CC=1)=[O:8].[Li+].[OH-].O.Cl, predict the reaction product. The product is: [Cl:1][C:2]1[C:3]([C:26]([N:28]2[CH2:32][CH2:31][C:30]([F:34])([F:33])[CH2:29]2)=[O:27])=[CH:4][C:5]([O:18][CH2:19][C:20]2[CH:25]=[CH:24][CH:23]=[CH:22][CH:21]=2)=[C:6]([CH:17]=1)[C:7]([OH:9])=[O:8]. (6) Given the reactants [OH:1][C:2]1[CH:7]=[CH:6][C:5]([C:8]2[S:12][C:11]([C@@:13]3([CH2:21][C:22]([O:24][CH2:25][CH2:26][Si:27]([CH3:30])([CH3:29])[CH3:28])=[O:23])[CH2:18][CH2:17][CH2:16][CH2:15][S:14]3(=[O:20])=[O:19])=[CH:10][CH:9]=2)=[CH:4][CH:3]=1.[CH2:31](I)[CH2:32][CH3:33].C(=O)([O-])[O-].C(OCC)(=O)C, predict the reaction product. The product is: [CH2:31]([O:1][C:2]1[CH:7]=[CH:6][C:5]([C:8]2[S:12][C:11]([C@@:13]3([CH2:21][C:22]([O:24][CH2:25][CH2:26][Si:27]([CH3:29])([CH3:28])[CH3:30])=[O:23])[CH2:18][CH2:17][CH2:16][CH2:15][S:14]3(=[O:19])=[O:20])=[CH:10][CH:9]=2)=[CH:4][CH:3]=1)[CH2:32][CH3:33]. (7) Given the reactants [C:1](/[C:3](=[C:7](/N(C)C)\[CH3:8])/[C:4]([NH2:6])=[O:5])#[N:2].[C:12]([O:16][CH2:17][CH3:18])(=[O:15])[CH2:13][SH:14].C(=O)([O-])[O-].[K+].[K+].C(O)C, predict the reaction product. The product is: [NH2:2][C:1]1[C:3]([C:4](=[O:5])[NH2:6])=[C:7]([CH3:8])[S:14][C:13]=1[C:12]([O:16][CH2:17][CH3:18])=[O:15].